From a dataset of Reaction yield outcomes from USPTO patents with 853,638 reactions. Predict the reaction yield, written as a fraction of the theoretical maximum amount of product (1.0 means a 100% yield; for example, 0.34 means a 34% yield). (1) The reactants are Br[C:2]1[CH:3]=[CH:4][C:5]([OH:36])=[C:6]([C:8]2[CH:17]=[CH:16][C:15]3[C:10](=[CH:11][CH:12]=[C:13]([C:18]4[N:22]([CH:23]5[CH2:28][CH2:27][CH2:26][CH2:25][CH2:24]5)[C:21]5[CH:29]=[CH:30][C:31]([C:33]([OH:35])=[O:34])=[CH:32][C:20]=5[N:19]=4)[CH:14]=3)[N:9]=2)[CH:7]=1.C(O[C:40]([C:42]1C=CC2N(C3CCCCC3)[C:40]([C:42]3C=CC(N)=[C:44](C=O)[CH:43]=3)=N[C:44]=2[CH:43]=1)=O)C.OC1C=CC2C(=CC=CC=2)C=1C(=O)C.[OH-].[K+]. The catalyst is C(O)C. The product is [CH:23]1([N:22]2[C:21]3[CH:29]=[CH:30][C:31]([C:33]([OH:35])=[O:34])=[CH:32][C:20]=3[N:19]=[C:18]2[C:13]2[CH:14]=[C:15]3[C:10](=[CH:11][CH:12]=2)[N:9]=[C:8]([C:6]2[C:7]4[C:2](=[CH:40][CH:42]=[CH:43][CH:44]=4)[CH:3]=[CH:4][C:5]=2[OH:36])[CH:17]=[CH:16]3)[CH2:28][CH2:27][CH2:26][CH2:25][CH2:24]1. The yield is 0.0600. (2) The yield is 0.670. The catalyst is CN(C=O)C. The reactants are [C:1]([O:5][C:6]([N:8]1[CH2:12][CH2:11][CH2:10][C@H:9]1[CH2:13][OH:14])=[O:7])([CH3:4])([CH3:3])[CH3:2].[OH-].[K+].[CH2:17](Br)[C:18]#[CH:19]. The product is [CH2:19]([O:14][CH2:13][C@@H:9]1[CH2:10][CH2:11][CH2:12][N:8]1[C:6]([O:5][C:1]([CH3:4])([CH3:3])[CH3:2])=[O:7])[C:18]#[CH:17]. (3) The reactants are O(S(C(F)(F)F)(=O)=O)S(C(F)(F)F)(=O)=O.[CH2:16]([O:23][N:24]1[C:30](=[O:31])[N:29]2[CH2:32][C@H:25]1[CH2:26][CH2:27][C@H:28]2[C:33]([NH:35][NH:36][C:37](=O)[CH2:38][CH2:39][NH:40][C:41](=[O:47])[O:42][C:43]([CH3:46])([CH3:45])[CH3:44])=[O:34])[C:17]1[CH:22]=[CH:21][CH:20]=[CH:19][CH:18]=1.N1C=CC=CC=1.C([O-])(O)=O.[Na+]. The catalyst is C(Cl)Cl. The product is [CH2:16]([O:23][N:24]1[C:30](=[O:31])[N:29]2[CH2:32][C@H:25]1[CH2:26][CH2:27][C@H:28]2[C:33]1[O:34][C:37]([CH2:38][CH2:39][NH:40][C:41](=[O:47])[O:42][C:43]([CH3:46])([CH3:44])[CH3:45])=[N:36][N:35]=1)[C:17]1[CH:22]=[CH:21][CH:20]=[CH:19][CH:18]=1. The yield is 0.420. (4) The reactants are Cl.[N+:2]([C:5]1[CH:6]=[C:7]([CH:11]=[CH:12][CH:13]=1)[C:8]([NH2:10])=[NH:9])([O-:4])=[O:3].[CH3:14][CH:15]([C:21](OCC)=[O:22])[C:16](OCC)=[O:17]. No catalyst specified. The product is [OH:22][C:21]1[N:10]=[C:8]([C:7]2[CH:11]=[CH:12][CH:13]=[C:5]([N+:2]([O-:4])=[O:3])[CH:6]=2)[NH:9][C:16](=[O:17])[C:15]=1[CH3:14]. The yield is 0.200. (5) The reactants are [CH2:1]([O:8][C:9]1[C:10](=[O:32])[CH:11]=[C:12]([CH2:30][OH:31])[N:13]2[CH:18]([C:19]([O:21][C:22]([CH3:25])([CH3:24])[CH3:23])=[O:20])[CH2:17][N:16]([CH:26]([CH3:28])[CH3:27])[C:15](=[O:29])[C:14]=12)[C:2]1[CH:7]=[CH:6][CH:5]=[CH:4][CH:3]=1.[CH3:33][S:34](Cl)(=[O:36])=[O:35]. The catalyst is C(Cl)Cl. The product is [CH2:1]([O:8][C:9]1[C:10](=[O:32])[CH:11]=[C:12]([CH2:30][O:31][S:34]([CH3:33])(=[O:36])=[O:35])[N:13]2[CH:18]([C:19]([O:21][C:22]([CH3:25])([CH3:23])[CH3:24])=[O:20])[CH2:17][N:16]([CH:26]([CH3:28])[CH3:27])[C:15](=[O:29])[C:14]=12)[C:2]1[CH:7]=[CH:6][CH:5]=[CH:4][CH:3]=1. The yield is 0.990.